Task: Regression. Given a peptide amino acid sequence and an MHC pseudo amino acid sequence, predict their binding affinity value. This is MHC class I binding data.. Dataset: Peptide-MHC class I binding affinity with 185,985 pairs from IEDB/IMGT (1) The peptide sequence is PLYRLSPKK. The MHC is HLA-B27:05 with pseudo-sequence HLA-B27:05. The binding affinity (normalized) is 0.0847. (2) The peptide sequence is TCITSMAER. The MHC is HLA-A11:01 with pseudo-sequence HLA-A11:01. The binding affinity (normalized) is 0.0972. (3) The peptide sequence is FWAWSVLRV. The MHC is HLA-A02:01 with pseudo-sequence HLA-A02:01. The binding affinity (normalized) is 0.0847. (4) The peptide sequence is VPGSETMCY. The MHC is HLA-A68:01 with pseudo-sequence HLA-A68:01. The binding affinity (normalized) is 0. (5) The peptide sequence is MTTTANWLW. The MHC is HLA-A30:01 with pseudo-sequence HLA-A30:01. The binding affinity (normalized) is 0.0847. (6) The peptide sequence is AAQGYKVLVL. The MHC is Patr-B0101 with pseudo-sequence Patr-B0101. The binding affinity (normalized) is 0.0489. (7) The peptide sequence is LYALITEQF. The MHC is HLA-A24:02 with pseudo-sequence HLA-A24:02. The binding affinity (normalized) is 0.739. (8) The peptide sequence is ETKLYKNKSK. The MHC is HLA-A11:01 with pseudo-sequence HLA-A11:01. The binding affinity (normalized) is 0. (9) The peptide sequence is RRRTPSPRRR. The MHC is Patr-A0401 with pseudo-sequence Patr-A0401. The binding affinity (normalized) is 0.467.